This data is from Reaction yield outcomes from USPTO patents with 853,638 reactions. The task is: Predict the reaction yield, written as a fraction of the theoretical maximum amount of product (1.0 means a 100% yield; for example, 0.34 means a 34% yield). The reactants are [F:1][C:2]1[CH:3]=[C:4]([C:13]2[N:18]=[C:17]([C:19]3[C:23]([CH3:25])([CH3:24])[CH2:22][C:21]([CH3:27])([CH3:26])[CH:20]=3)[C:16]([C:28]([O:30]CC)=[O:29])=[CH:15][CH:14]=2)[CH:5]=[C:6]([O:8][CH2:9][CH:10]([CH3:12])[CH3:11])[CH:7]=1.[OH-].[Na+].Cl. The catalyst is O1CCCC1.O. The product is [F:1][C:2]1[CH:3]=[C:4]([C:13]2[N:18]=[C:17]([C:19]3[C:23]([CH3:24])([CH3:25])[CH2:22][C:21]([CH3:27])([CH3:26])[CH:20]=3)[C:16]([C:28]([OH:30])=[O:29])=[CH:15][CH:14]=2)[CH:5]=[C:6]([O:8][CH2:9][CH:10]([CH3:12])[CH3:11])[CH:7]=1. The yield is 0.903.